From a dataset of Reaction yield outcomes from USPTO patents with 853,638 reactions. Predict the reaction yield, written as a fraction of the theoretical maximum amount of product (1.0 means a 100% yield; for example, 0.34 means a 34% yield). (1) The product is [ClH:20].[CH3:1][S:2]([CH2:5][CH2:6][CH:7]1[CH2:12][CH2:11][NH:10][CH2:9][CH2:8]1)(=[O:4])=[O:3]. The catalyst is CO. The reactants are [CH3:1][S:2]([CH2:5][CH2:6][CH:7]1[CH2:12][CH2:11][N:10](C(OC(C)(C)C)=O)[CH2:9][CH2:8]1)(=[O:4])=[O:3].[ClH:20]. The yield is 0.720. (2) The reactants are CO[C:3](=[O:21])[C:4]1[CH:9]=[C:8]([C:10]2[CH:15]=[CH:14][N:13]=[N:12][CH:11]=2)[C:7]([C:16]([F:19])([F:18])[F:17])=[CH:6][C:5]=1[NH2:20].ClC([O:25][C:26]1C=CC(Cl)=CC=1)=O.[CH3:33][S:34]([NH:37][NH2:38])(=[O:36])=[O:35].CCN(C(C)C)C(C)C. The catalyst is O1CCOCC1. The product is [O:25]=[C:26]1[N:38]([NH:37][S:34]([CH3:33])(=[O:36])=[O:35])[C:3](=[O:21])[C:4]2[C:5](=[CH:6][C:7]([C:16]([F:19])([F:18])[F:17])=[C:8]([C:10]3[CH:15]=[CH:14][N:13]=[N:12][CH:11]=3)[CH:9]=2)[NH:20]1. The yield is 0.390. (3) The reactants are [C:1](O)(=O)/[CH:2]=[CH:3]/C(O)=O.[CH:9]([O:12][C:13]1[CH:18]=[CH:17][CH:16]=[CH:15][C:14]=1[N:19]1[CH2:24][CH2:23][NH:22][CH2:21][CH2:20]1)([CH3:11])[CH3:10].C(Br)C=C.C(N(CC)CC)C. The catalyst is C(#N)C.C(Cl)(Cl)Cl.N.CO. The product is [CH2:3]([N:22]1[CH2:23][CH2:24][N:19]([C:14]2[CH:15]=[CH:16][CH:17]=[CH:18][C:13]=2[O:12][CH:9]([CH3:11])[CH3:10])[CH2:20][CH2:21]1)[CH:2]=[CH2:1]. The yield is 0.510. (4) The reactants are [O:1]1[CH:5]=[CH:4][CH:3]=[C:2]1[C:6]1[N:7]=[C:8]([NH:18][C:19](=[O:25])[O:20][C:21]([CH3:24])([CH3:23])[CH3:22])[S:9][C:10]=1[C:11]([C:13]#[C:14][CH2:15][O:16][CH3:17])=[O:12].[H][H]. The catalyst is C(O)C.[C].[Pd]. The product is [O:1]1[CH:5]=[CH:4][CH:3]=[C:2]1[C:6]1[N:7]=[C:8]([NH:18][C:19](=[O:25])[O:20][C:21]([CH3:23])([CH3:22])[CH3:24])[S:9][C:10]=1[C:11]([CH2:13][CH2:14][CH2:15][O:16][CH3:17])=[O:12]. The yield is 1.00. (5) The reactants are [NH2:1][CH2:2][CH:3]([N:11]([CH2:23][C:24]1[CH:32]=[CH:31][CH:30]=[CH:29][C:25]=1[C:26]([OH:28])=O)[S:12]([C:15]1[CH:20]=[CH:19][CH:18]=[CH:17][C:16]=1[O:21][CH3:22])(=[O:14])=[O:13])[CH2:4][C:5]1[CH:10]=[CH:9][CH:8]=[CH:7][CH:6]=1.CN1CCOCC1.C1C=CC(P(N=[N+]=[N-])(C2C=CC=CC=2)=O)=CC=1. The catalyst is CN(C=O)C. The product is [CH2:4]([CH:3]1[CH2:2][NH:1][C:26](=[O:28])[C:25]2[CH:29]=[CH:30][CH:31]=[CH:32][C:24]=2[CH2:23][N:11]1[S:12]([C:15]1[CH:20]=[CH:19][CH:18]=[CH:17][C:16]=1[O:21][CH3:22])(=[O:14])=[O:13])[C:5]1[CH:6]=[CH:7][CH:8]=[CH:9][CH:10]=1. The yield is 0.910. (6) The reactants are O.[OH-].[Li+].[CH2:4]([C:6]1[CH:11]=[CH:10][C:9]([NH:12][C:13]2[O:17][C:16]([C:18]([NH:20][C:21]3[CH:26]=[CH:25][C:24]([C@H:27]4[CH2:32][CH2:31][C@H:30]([CH2:33][C:34]([O:36]C)=[O:35])[CH2:29][CH2:28]4)=[CH:23][CH:22]=3)=[O:19])=[N:15][N:14]=2)=[CH:8][CH:7]=1)[CH3:5].Cl. The catalyst is O.C1COCC1.CO. The product is [CH2:4]([C:6]1[CH:11]=[CH:10][C:9]([NH:12][C:13]2[O:17][C:16]([C:18]([NH:20][C:21]3[CH:22]=[CH:23][C:24]([C@H:27]4[CH2:32][CH2:31][C@H:30]([CH2:33][C:34]([OH:36])=[O:35])[CH2:29][CH2:28]4)=[CH:25][CH:26]=3)=[O:19])=[N:15][N:14]=2)=[CH:8][CH:7]=1)[CH3:5]. The yield is 0.710. (7) The reactants are [Br:1][C:2]1[CH:3]=[C:4]([NH:10][C:11]2[N:12]=[CH:13][C:14]([N:17]3[CH2:22][CH2:21][N:20](C(OC(C)(C)C)=O)[CH2:19][CH2:18]3)=[N:15][CH:16]=2)[C:5](=[O:9])[N:6]([CH3:8])[CH:7]=1. The catalyst is Cl.O1CCOCC1. The product is [Br:1][C:2]1[CH:3]=[C:4]([NH:10][C:11]2[CH:16]=[N:15][C:14]([N:17]3[CH2:18][CH2:19][NH:20][CH2:21][CH2:22]3)=[CH:13][N:12]=2)[C:5](=[O:9])[N:6]([CH3:8])[CH:7]=1. The yield is 0.980. (8) The reactants are O=P(Cl)(Cl)Cl.[Br:6][C:7]1[S:14][C:13]2[CH:12]=[C:11]([C:15]([O:17][CH2:18][CH3:19])=[O:16])[NH:10][C:9]=2[CH:8]=1.CN([CH:23]=[O:24])C. No catalyst specified. The product is [Br:6][C:7]1[S:14][C:13]2[C:12]([CH:23]=[O:24])=[C:11]([C:15]([O:17][CH2:18][CH3:19])=[O:16])[NH:10][C:9]=2[CH:8]=1. The yield is 0.750.